This data is from Forward reaction prediction with 1.9M reactions from USPTO patents (1976-2016). The task is: Predict the product of the given reaction. (1) The product is: [CH:11]([C@@H:4]1[C:3]([O:2][CH3:1])=[N:8][C@@H:7]([CH2:20][C@@H:21]([C:24]2[CH:29]=[CH:28][CH:27]=[CH:26][CH:25]=2)[CH2:22][CH3:23])[C:6]([O:9][CH3:10])=[N:5]1)([CH3:13])[CH3:12]. Given the reactants [CH3:1][O:2][C:3]1[C@@H:4]([CH:11]([CH3:13])[CH3:12])[N:5]=[C:6]([O:9][CH3:10])[CH2:7][N:8]=1.C([Li])CCC.I[CH2:20][C@@H:21]([C:24]1[CH:29]=[CH:28][CH:27]=[CH:26][CH:25]=1)[CH2:22][CH3:23], predict the reaction product. (2) Given the reactants [Cl:1][C:2]1[CH:7]=[C:6]([C:8]2[N:9]([CH3:37])[C:10](=[O:36])[CH:11]=[C:12]3[C:17]=2[CH:16]=[CH:15][C:14]([S:18]([N:21]([C:31]2[CH:35]=[CH:34][O:33][N:32]=2)CC2C=CC(OC)=CC=2)(=[O:20])=[O:19])=[CH:13]3)[C:5]([O:38][CH3:39])=[CH:4][C:3]=1[C:40]1[CH:45]=[CH:44][CH:43]=[C:42]([F:46])[CH:41]=1.[C:47]([OH:53])([C:49]([F:52])([F:51])[F:50])=[O:48], predict the reaction product. The product is: [F:50][C:49]([F:52])([F:51])[C:47]([OH:53])=[O:48].[Cl:1][C:2]1[CH:7]=[C:6]([C:8]2[N:9]([CH3:37])[C:10](=[O:36])[CH:11]=[C:12]3[C:17]=2[CH:16]=[CH:15][C:14]([S:18]([NH:21][C:31]2[CH:35]=[CH:34][O:33][N:32]=2)(=[O:19])=[O:20])=[CH:13]3)[C:5]([O:38][CH3:39])=[CH:4][C:3]=1[C:40]1[CH:45]=[CH:44][CH:43]=[C:42]([F:46])[CH:41]=1. (3) Given the reactants Cl.[NH2:2][CH:3]([CH2:8][OH:9])[C:4]([O:6][CH3:7])=[O:5].N1C=CN=C1.C([Si](C)(C)Cl)(C)(C)C.C(N(CC)CC)C.[N:30]1([C:36](Cl)=[O:37])[CH2:35][CH2:34][CH2:33][CH2:32][CH2:31]1, predict the reaction product. The product is: [OH:9][CH2:8][CH:3]([NH:2][C:36]([N:30]1[CH2:35][CH2:34][CH2:33][CH2:32][CH2:31]1)=[O:37])[C:4]([O:6][CH3:7])=[O:5]. (4) Given the reactants C(OC([N:8]1[CH2:12][CH2:11][CH2:10][C@H:9]1[CH2:13][NH:14][C:15](=[O:20])[C:16]([F:19])([F:18])[F:17])=O)(C)(C)C.[ClH:21], predict the reaction product. The product is: [ClH:21].[F:19][C:16]([F:17])([F:18])[C:15]([NH:14][CH2:13][C@@H:9]1[CH2:10][CH2:11][CH2:12][NH:8]1)=[O:20]. (5) Given the reactants [NH2:1][C:2]1[N:3]=[C:4]([NH:19][C:20]2[CH:25]=[CH:24][C:23]([N:26]3[CH2:31][CH2:30][N:29]([CH3:32])[CH2:28][CH2:27]3)=[CH:22][CH:21]=2)[S:5][C:6]=1[C:7]([C:9]1[CH:14]=[CH:13][C:12](Cl)=[C:11]([N+:16]([O-:18])=[O:17])[CH:10]=1)=[O:8].[CH3:33][O:34][CH2:35][CH2:36][NH2:37], predict the reaction product. The product is: [NH2:1][C:2]1[N:3]=[C:4]([NH:19][C:20]2[CH:25]=[CH:24][C:23]([N:26]3[CH2:31][CH2:30][N:29]([CH3:32])[CH2:28][CH2:27]3)=[CH:22][CH:21]=2)[S:5][C:6]=1[C:7]([C:9]1[CH:14]=[CH:13][C:12]([NH:37][CH2:36][CH2:35][O:34][CH3:33])=[C:11]([N+:16]([O-:18])=[O:17])[CH:10]=1)=[O:8]. (6) Given the reactants ClC1C=C(CN2CC(O)C2)C=CN=1.N[C:15]1[CH:16]=[C:17]2[C:22](=[C:23](NC(C)(C)C)[N:24]=1)[C:21](=[O:30])[N:20]([CH2:31][CH2:32][OH:33])[CH:19]=[CH:18]2.C1C=CC(P(C2C(C3C(P(C4C=CC=CC=4)C4C=CC=CC=4)=CC=C4C=3C=CC=C4)=C3C(C=CC=C3)=CC=2)C2C=CC=CC=2)=CC=1.CC([O-])(C)C.[Na+], predict the reaction product. The product is: [OH:33][CH2:32][CH2:31][N:20]1[CH:19]=[CH:18][C:17]2[C:22](=[CH:23][N:24]=[CH:15][CH:16]=2)[C:21]1=[O:30].